Dataset: Full USPTO retrosynthesis dataset with 1.9M reactions from patents (1976-2016). Task: Predict the reactants needed to synthesize the given product. (1) Given the product [C:1]([C:4]1[C:12]2[S:11](=[O:33])[CH2:10][CH:9]([C:13]3[CH:18]=[CH:17][C:16]([CH:19]([CH3:20])[CH3:21])=[CH:15][CH:14]=3)[C:8]=2[C:7]([CH3:22])=[C:6]([NH:23][C:24](=[O:30])[CH2:25][C:26]([CH3:29])([CH3:28])[CH3:27])[C:5]=1[CH3:31])(=[O:3])[CH3:2], predict the reactants needed to synthesize it. The reactants are: [C:1]([C:4]1[C:12]2[S:11][CH2:10][CH:9]([C:13]3[CH:18]=[CH:17][C:16]([CH:19]([CH3:21])[CH3:20])=[CH:15][CH:14]=3)[C:8]=2[C:7]([CH3:22])=[C:6]([NH:23][C:24](=[O:30])[CH2:25][C:26]([CH3:29])([CH3:28])[CH3:27])[C:5]=1[CH3:31])(=[O:3])[CH3:2].C(=O)([O-])[OH:33].[Na+].ClC1C=CC=C(C(OO)=O)C=1.S([O-])(O)=O.[Na+]. (2) Given the product [OH:35][C:30]1[CH:31]=[CH:32][CH:33]=[CH:34][C:29]=1[C:2]1[N:7]=[CH:6][N:5]=[C:4]([N:8]2[CH2:13][CH2:12][N:11]([C:14]([O:16][CH2:17][CH:18]([CH3:20])[CH3:19])=[O:15])[CH2:10][CH2:9]2)[CH:3]=1, predict the reactants needed to synthesize it. The reactants are: Cl[C:2]1[N:7]=[CH:6][N:5]=[C:4]([N:8]2[CH2:13][CH2:12][N:11]([C:14]([O:16][CH2:17][CH:18]([CH3:20])[CH3:19])=[O:15])[CH2:10][CH2:9]2)[CH:3]=1.CC1(C)C(C)(C)OB([C:29]2[CH:34]=[CH:33][CH:32]=[CH:31][C:30]=2[OH:35])O1.C([O-])([O-])=O.[K+].[K+].CC#N. (3) Given the product [C:43]([O:47][C:41]([NH:38][C:7]1[CH:6]=[CH:5][CH:4]=[C:3]([C:1]#[N:2])[C:8]=1[C:9]1[CH:14]=[CH:13][CH:12]=[CH:11][C:10]=1[CH3:15])=[O:26])([CH3:46])([CH3:45])[CH3:44], predict the reactants needed to synthesize it. The reactants are: [C:1]([C:3]1[C:8]([C:9]2[CH:14]=[CH:13][CH:12]=[CH:11][C:10]=2[CH3:15])=[CH:7][C:6](C(O)=O)=[CH:5][CH:4]=1)#[N:2].C1(P(N=[N+]=[N-])(C2C=CC=CC=2)=[O:26])C=CC=CC=1.C([N:38]([CH2:41]C)CC)C.[C:43]([OH:47])([CH3:46])([CH3:45])[CH3:44].